Dataset: Forward reaction prediction with 1.9M reactions from USPTO patents (1976-2016). Task: Predict the product of the given reaction. (1) The product is: [N:21]1([C:18]2[CH:17]=[CH:16][C:15]([NH:14][C:10]3[N:9]=[C:8]([CH2:7][CH2:6][C:5]4[CH:37]=[CH:38][CH:39]=[CH:40][C:4]=4[CH2:3][C:2]([NH2:1])=[O:41])[CH:13]=[CH:12][N:11]=3)=[CH:20][CH:19]=2)[CH2:22][CH2:23][NH:24][CH2:25][CH2:26]1. Given the reactants [NH2:1][C:2](=[O:41])[CH2:3][C:4]1[CH:40]=[CH:39][CH:38]=[CH:37][C:5]=1[CH2:6][CH2:7][C:8]1[CH:13]=[CH:12][N:11]=[C:10]([NH:14][C:15]2[CH:20]=[CH:19][C:18]([N:21]3[CH2:26][CH2:25][N:24](C(OCC4C=CC=CC=4)=O)[CH2:23][CH2:22]3)=[CH:17][CH:16]=2)[N:9]=1.C1CCCCC1, predict the reaction product. (2) Given the reactants [CH3:1][O:2][C:3]1[CH:8]=[C:7]([N+:9]([O-:11])=[O:10])[CH:6]=[CH:5][C:4]=1[S:12](Cl)(=[O:14])=[O:13].[CH3:16][NH:17][CH2:18][CH2:19][CH2:20][N:21]1[CH2:26][CH2:25][O:24][CH2:23][CH2:22]1.CCN(CC)CC, predict the reaction product. The product is: [CH3:1][O:2][C:3]1[CH:8]=[C:7]([N+:9]([O-:11])=[O:10])[CH:6]=[CH:5][C:4]=1[S:12]([N:17]([CH3:16])[CH2:18][CH2:19][CH2:20][N:21]1[CH2:26][CH2:25][O:24][CH2:23][CH2:22]1)(=[O:14])=[O:13]. (3) Given the reactants [CH3:1][O:2][C:3]1[CH:4]=[C:5]([CH:10]=[C:11]([OH:14])[C:12]=1[OH:13])[C:6]([O:8][CH3:9])=[O:7].C(=O)([O-])[O-].[K+].[K+].Br[CH:22](Br)[CH3:23].Cl, predict the reaction product. The product is: [CH3:1][O:2][C:3]1[CH:4]=[C:5]([CH:10]=[C:11]2[O:14][CH2:23][CH2:22][O:13][C:12]=12)[C:6]([O:8][CH3:9])=[O:7].